This data is from Full USPTO retrosynthesis dataset with 1.9M reactions from patents (1976-2016). The task is: Predict the reactants needed to synthesize the given product. (1) Given the product [C:1]1([C:23]2[CH:28]=[CH:27][CH:26]=[CH:25][CH:24]=2)[CH:6]=[CH:5][C:4]([NH:7][C:8](=[O:22])[C:9]2[CH:14]=[CH:13][C:12]([O:15][CH3:16])=[C:11]([NH:17][C:18](=[O:21])[CH2:19][N:41]3[CH2:42][C@@H:37]4[CH2:43][C@H:40]3[CH2:39][O:38]4)[CH:10]=2)=[CH:3][CH:2]=1, predict the reactants needed to synthesize it. The reactants are: [C:1]1([C:23]2[CH:28]=[CH:27][CH:26]=[CH:25][CH:24]=2)[CH:6]=[CH:5][C:4]([NH:7][C:8](=[O:22])[C:9]2[CH:14]=[CH:13][C:12]([O:15][CH3:16])=[C:11]([NH:17][C:18](=[O:21])[CH2:19]Cl)[CH:10]=2)=[CH:3][CH:2]=1.C(N(CC)CC)C.Cl.[C@H:37]12[CH2:43][C@H:40]([NH:41][CH2:42]1)[CH2:39][O:38]2.[I-].[K+]. (2) The reactants are: F[P-](F)(F)(F)(F)F.N1(OC(N(C)C)=[N+](C)C)C2N=CC=CC=2N=N1.[C:25]1([C:31]2[C:39]3[C:38]([N:40]4[CH2:45][CH2:44][CH2:43][CH:42]([C:46]([OH:48])=O)[CH2:41]4)=[N:37][CH:36]=[N:35][C:34]=3[S:33][CH:32]=2)[CH:30]=[CH:29][CH:28]=[CH:27][CH:26]=1.C(N(CC)CC)C.[O:56]1[CH2:61][CH2:60][N:59]([CH2:62][CH2:63][NH2:64])[CH2:58][CH2:57]1. Given the product [O:56]1[CH2:61][CH2:60][N:59]([CH2:62][CH2:63][NH:64][C:46]([CH:42]2[CH2:43][CH2:44][CH2:45][N:40]([C:38]3[C:39]4[C:31]([C:25]5[CH:30]=[CH:29][CH:28]=[CH:27][CH:26]=5)=[CH:32][S:33][C:34]=4[N:35]=[CH:36][N:37]=3)[CH2:41]2)=[O:48])[CH2:58][CH2:57]1, predict the reactants needed to synthesize it. (3) Given the product [F:30][C:26]1[CH:27]=[CH:28][CH:29]=[C:2]([F:1])[C:3]=1[CH2:4][O:5][C:6]1[CH:14]=[CH:13][C:9]([C:10]([NH:32][CH2:33][C:34]([O:36][CH2:37][CH3:38])=[O:35])=[O:11])=[C:8]([N:15]2[CH2:24][C:23]3[C:18](=[CH:19][CH:20]=[CH:21][CH:22]=3)[NH:17][C:16]2=[O:25])[CH:7]=1, predict the reactants needed to synthesize it. The reactants are: [F:1][C:2]1[CH:29]=[CH:28][CH:27]=[C:26]([F:30])[C:3]=1[CH2:4][O:5][C:6]1[CH:14]=[CH:13][C:9]([C:10](O)=[O:11])=[C:8]([N:15]2[CH2:24][C:23]3[C:18](=[CH:19][CH:20]=[CH:21][CH:22]=3)[NH:17][C:16]2=[O:25])[CH:7]=1.Cl.[NH2:32][CH2:33][C:34]([O:36][CH2:37][CH3:38])=[O:35].CCN=C=NCCCN(C)C.C1C=CC2N(O)N=NC=2C=1. (4) The reactants are: [Br:1][C:2]1[CH:3]=[C:4]2[C:9](=[CH:10][CH:11]=1)[N:8]=[C:7]([C:12]([CH3:14])=[CH2:13])[NH:6][C:5]2=[O:15].[Si]([CH:20]=[N+:21]=[N-:22])(C)(C)C. Given the product [Br:1][C:2]1[CH:3]=[C:4]2[C:9](=[CH:10][CH:11]=1)[N:8]=[C:7]([C:12]1([CH3:14])[CH2:13][CH:20]=[N:21][NH:22]1)[NH:6][C:5]2=[O:15], predict the reactants needed to synthesize it. (5) Given the product [CH:1]([C:4]1[CH:9]=[C:8]([O:10][CH3:11])[CH:7]=[CH:6][C:5]=1[O:12][S:19]([C:16]1[CH:17]=[CH:18][C:13]([CH3:23])=[CH:14][CH:15]=1)(=[O:21])=[O:20])([CH3:3])[CH3:2], predict the reactants needed to synthesize it. The reactants are: [CH:1]([C:4]1[CH:9]=[C:8]([O:10][CH3:11])[CH:7]=[CH:6][C:5]=1[OH:12])([CH3:3])[CH3:2].[C:13]1([CH3:23])[CH:18]=[CH:17][C:16]([S:19](Cl)(=[O:21])=[O:20])=[CH:15][CH:14]=1.C(N(CC)CC)C. (6) Given the product [CH3:26][C:22]1([CH3:25])[O:21][C:20]2[CH:27]=[CH:28][C:17]([C@H:15]3[O:14][C:13](=[O:29])[N:12]([CH2:11][CH2:10][CH2:9][CH2:8][CH2:7][CH2:6][O:5][CH2:1][CH2:2][CH2:3][CH2:4][C:61]4[CH:60]=[CH:59][CH:58]=[C:57]([S:54]([CH:50]([CH2:51][CH:52]=[CH2:53])[CH2:47][CH:48]=[CH2:49])(=[O:55])=[O:56])[CH:62]=4)[CH2:16]3)=[CH:18][C:19]=2[CH2:24][O:23]1, predict the reactants needed to synthesize it. The reactants are: [CH2:1]([O:5][CH2:6][CH2:7][CH2:8][CH2:9][CH2:10][CH2:11][N:12]1[CH2:16][C@@H:15]([C:17]2[CH:28]=[CH:27][C:20]3[O:21][C:22]([CH3:26])([CH3:25])[O:23][CH2:24][C:19]=3[CH:18]=2)[O:14][C:13]1=[O:29])[CH2:2][CH:3]=[CH2:4].C12BC(CCC1)CCC2.P([O-])([O-])([O-])=O.[K+].[K+].[K+].[CH2:47]([CH:50]([S:54]([C:57]1[CH:62]=[CH:61][CH:60]=[C:59](Br)[CH:58]=1)(=[O:56])=[O:55])[CH2:51][CH:52]=[CH2:53])[CH:48]=[CH2:49]. (7) Given the product [C:36]([NH:2][CH2:3][CH2:4][O:5][C:6]([C:8]1[CH:9]([C:29]2[CH:34]=[CH:33][CH:32]=[CH:31][C:30]=2[F:35])[C:10]2[C:17]([NH2:18])=[C:16]([C:19](=[O:28])[C:20]3[CH:25]=[CH:24][C:23]([Cl:26])=[C:22]([Cl:27])[CH:21]=3)[S:15][C:11]=2[NH:12][C:13]=1[CH3:14])=[O:7])(=[O:38])[CH3:37], predict the reactants needed to synthesize it. The reactants are: Cl.[NH2:2][CH2:3][CH2:4][O:5][C:6]([C:8]1[CH:9]([C:29]2[CH:34]=[CH:33][CH:32]=[CH:31][C:30]=2[F:35])[C:10]2[C:17]([NH2:18])=[C:16]([C:19](=[O:28])[C:20]3[CH:25]=[CH:24][C:23]([Cl:26])=[C:22]([Cl:27])[CH:21]=3)[S:15][C:11]=2[NH:12][C:13]=1[CH3:14])=[O:7].[C:36](OC(=O)C)(=[O:38])[CH3:37].C(N(CC)CC)C.